From a dataset of NCI-60 drug combinations with 297,098 pairs across 59 cell lines. Regression. Given two drug SMILES strings and cell line genomic features, predict the synergy score measuring deviation from expected non-interaction effect. (1) Drug 1: CCCS(=O)(=O)NC1=C(C(=C(C=C1)F)C(=O)C2=CNC3=C2C=C(C=N3)C4=CC=C(C=C4)Cl)F. Drug 2: C1=C(C(=O)NC(=O)N1)F. Cell line: HL-60(TB). Synergy scores: CSS=38.1, Synergy_ZIP=-8.88, Synergy_Bliss=-23.1, Synergy_Loewe=-30.2, Synergy_HSA=-27.9. (2) Drug 1: CC1=C(C=C(C=C1)NC2=NC=CC(=N2)N(C)C3=CC4=NN(C(=C4C=C3)C)C)S(=O)(=O)N.Cl. Drug 2: CC1=C2C(C(=O)C3(C(CC4C(C3C(C(C2(C)C)(CC1OC(=O)C(C(C5=CC=CC=C5)NC(=O)C6=CC=CC=C6)O)O)OC(=O)C7=CC=CC=C7)(CO4)OC(=O)C)O)C)OC(=O)C. Cell line: SF-268. Synergy scores: CSS=34.6, Synergy_ZIP=4.26, Synergy_Bliss=3.42, Synergy_Loewe=-24.1, Synergy_HSA=-0.296. (3) Drug 1: CC1C(C(=O)NC(C(=O)N2CCCC2C(=O)N(CC(=O)N(C(C(=O)O1)C(C)C)C)C)C(C)C)NC(=O)C3=C4C(=C(C=C3)C)OC5=C(C(=O)C(=C(C5=N4)C(=O)NC6C(OC(=O)C(N(C(=O)CN(C(=O)C7CCCN7C(=O)C(NC6=O)C(C)C)C)C)C(C)C)C)N)C. Drug 2: CCC(=C(C1=CC=CC=C1)C2=CC=C(C=C2)OCCN(C)C)C3=CC=CC=C3.C(C(=O)O)C(CC(=O)O)(C(=O)O)O. Cell line: SNB-75. Synergy scores: CSS=40.6, Synergy_ZIP=15.6, Synergy_Bliss=21.3, Synergy_Loewe=9.43, Synergy_HSA=20.4. (4) Drug 1: C1=CC(=C2C(=C1NCCNCCO)C(=O)C3=C(C=CC(=C3C2=O)O)O)NCCNCCO. Drug 2: CN(C)C1=NC(=NC(=N1)N(C)C)N(C)C. Cell line: UO-31. Synergy scores: CSS=23.1, Synergy_ZIP=-7.50, Synergy_Bliss=-0.868, Synergy_Loewe=-55.0, Synergy_HSA=-2.23. (5) Drug 1: C1C(C(OC1N2C=NC3=C(N=C(N=C32)Cl)N)CO)O. Drug 2: B(C(CC(C)C)NC(=O)C(CC1=CC=CC=C1)NC(=O)C2=NC=CN=C2)(O)O. Cell line: SK-MEL-5. Synergy scores: CSS=41.1, Synergy_ZIP=-9.62, Synergy_Bliss=-17.1, Synergy_Loewe=-18.3, Synergy_HSA=-13.6.